From a dataset of Forward reaction prediction with 1.9M reactions from USPTO patents (1976-2016). Predict the product of the given reaction. (1) Given the reactants [Br:1][C:2]1[N:7]=[CH:6][C:5]2[CH:8]=[C:9]([C:11]3[CH:12]=[N:13][N:14]([CH3:16])[CH:15]=3)[NH:10][C:4]=2[CH:3]=1.[CH2:17]([O:20][C:21](Cl)=[O:22])[CH2:18][CH3:19], predict the reaction product. The product is: [CH2:17]([O:20][C:21]([N:10]1[C:4]2[CH:3]=[C:2]([Br:1])[N:7]=[CH:6][C:5]=2[CH:8]=[C:9]1[C:11]1[CH:12]=[N:13][N:14]([CH3:16])[CH:15]=1)=[O:22])[CH2:18][CH3:19]. (2) Given the reactants [CH3:1][C:2]1[N:6]([CH2:7][C:8]2[CH:13]=[CH:12][CH:11]=[C:10]([N:14]3[CH2:19][CH2:18][CH:17]([S:20]([CH3:23])(=[O:22])=[O:21])[CH2:16][CH2:15]3)[CH:9]=2)[N:5]=[C:4]([C:24]2[O:28][N:27]=[C:26]([C:29]3[CH:34]=[CH:33][C:32]([O:35][C:36]([F:39])([F:38])[F:37])=[CH:31][CH:30]=3)[N:25]=2)[N:3]=1.[C:40]1([S:46]([OH:49])(=[O:48])=[O:47])[CH:45]=[CH:44][CH:43]=[CH:42][CH:41]=1, predict the reaction product. The product is: [C:40]1([S:46]([O-:49])(=[O:48])=[O:47])[CH:45]=[CH:44][CH:43]=[CH:42][CH:41]=1.[CH3:1][C:2]1[N:6]([CH2:7][C:8]2[CH:9]=[C:10]([NH+:14]3[CH2:19][CH2:18][CH:17]([S:20]([CH3:23])(=[O:21])=[O:22])[CH2:16][CH2:15]3)[CH:11]=[CH:12][CH:13]=2)[N:5]=[C:4]([C:24]2[O:28][N:27]=[C:26]([C:29]3[CH:30]=[CH:31][C:32]([O:35][C:36]([F:38])([F:37])[F:39])=[CH:33][CH:34]=3)[N:25]=2)[N:3]=1. (3) The product is: [F:44][C:2]1([F:1])[CH2:7][CH2:6][C@H:5]([O:8][C:9]2[CH:14]=[C:13]([F:15])[C:12]([S:16]([NH:19][C:20]3[CH:25]=[CH:24][N:23]=[CH:22][N:21]=3)(=[O:17])=[O:18])=[C:11]([F:37])[CH:10]=2)[C@@H:4]([C:38]2[N:42]([CH3:43])[N:41]=[CH:40][CH:39]=2)[CH2:3]1. Given the reactants [F:1][C:2]1([F:44])[CH2:7][CH2:6][C@H:5]([O:8][C:9]2[CH:14]=[C:13]([F:15])[C:12]([S:16]([N:19](CC3C=CC(OC)=CC=3OC)[C:20]3[CH:25]=[CH:24][N:23]=[CH:22][N:21]=3)(=[O:18])=[O:17])=[C:11]([F:37])[CH:10]=2)[C@@H:4]([C:38]2[N:42]([CH3:43])[N:41]=[CH:40][CH:39]=2)[CH2:3]1.C([SiH](CC)CC)C.FC(F)(F)C(O)=O, predict the reaction product. (4) Given the reactants [CH3:1][S:2](Cl)(=[O:4])=[O:3].[Si:6]([O:13][C:14]1([CH2:20][CH2:21][CH2:22][OH:23])[CH2:19][CH2:18][CH2:17][CH2:16][CH2:15]1)([C:9]([CH3:12])([CH3:11])[CH3:10])([CH3:8])[CH3:7].C(N(CC)CC)C, predict the reaction product. The product is: [CH3:1][S:2]([O:23][CH2:22][CH2:21][CH2:20][C:14]1([O:13][Si:6]([C:9]([CH3:12])([CH3:11])[CH3:10])([CH3:8])[CH3:7])[CH2:19][CH2:18][CH2:17][CH2:16][CH2:15]1)(=[O:4])=[O:3].